From a dataset of Catalyst prediction with 721,799 reactions and 888 catalyst types from USPTO. Predict which catalyst facilitates the given reaction. (1) Reactant: [CH3:1][C:2]1[C:7]([O:8][C:9]2[CH:14]=[CH:13][N:12]=[C:11]([C:15]3[CH:20]=[CH:19][C:18]([CH:21]4[CH2:26][CH2:25][N:24]([CH3:27])[CH2:23][CH2:22]4)=[CH:17][CH:16]=3)[CH:10]=2)=[CH:6][CH:5]=[C:4]([N+:28]([O-])=O)[N:3]=1. Product: [CH3:1][C:2]1[N:3]=[C:4]([NH2:28])[CH:5]=[CH:6][C:7]=1[O:8][C:9]1[CH:14]=[CH:13][N:12]=[C:11]([C:15]2[CH:20]=[CH:19][C:18]([CH:21]3[CH2:26][CH2:25][N:24]([CH3:27])[CH2:23][CH2:22]3)=[CH:17][CH:16]=2)[CH:10]=1. The catalyst class is: 19. (2) Reactant: [Br:1][C:2]1[CH:7]=[CH:6][C:5]([CH2:8][C:9](=O)[CH3:10])=[CH:4][CH:3]=1.[NH:12]1[CH2:17][CH2:16][O:15][CH2:14][CH2:13]1.[BH-](OC(C)=O)(OC(C)=O)OC(C)=O.[Na+].C(O)(=O)C. Product: [Br:1][C:2]1[CH:7]=[CH:6][C:5]([CH2:8][CH:9]([N:12]2[CH2:17][CH2:16][O:15][CH2:14][CH2:13]2)[CH3:10])=[CH:4][CH:3]=1. The catalyst class is: 22. (3) Reactant: Cl[C:2]1[C:11]2=[N:12][N:13](CC3C=CC(OC)=CC=3)[CH:14]=[C:10]2[C:9]2[CH:8]=[C:7]([O:24][CH3:25])[CH:6]=[CH:5][C:4]=2[N:3]=1.C(OC([N:33]1[CH2:38][CH2:37][N:36]([C:39]2[CH:44]=[CH:43][C:42]([NH2:45])=[CH:41][CH:40]=2)[CH2:35][CH2:34]1)=O)(C)(C)C.Cl. Product: [CH3:25][O:24][C:7]1[CH:6]=[CH:5][C:4]2[N:3]=[C:2]([NH:45][C:42]3[CH:41]=[CH:40][C:39]([N:36]4[CH2:37][CH2:38][NH:33][CH2:34][CH2:35]4)=[CH:44][CH:43]=3)[C:11]3=[N:12][NH:13][CH:14]=[C:10]3[C:9]=2[CH:8]=1. The catalyst class is: 71. (4) Reactant: CO[C:3](=[O:28])[CH:4]([N:13]([C:21]([O:23][C:24]([CH3:27])([CH3:26])[CH3:25])=[O:22])[C:14]([O:16][C:17]([CH3:20])([CH3:19])[CH3:18])=[O:15])[CH2:5][N:6]1[CH2:11][CH2:10][CH:9]([OH:12])[CH2:8][CH2:7]1.O.[OH-].[Li+].Cl.[NH:33]1[CH2:38][CH2:37][CH:36]([N:39]2[CH2:44][CH2:43][CH2:42][CH2:41][CH2:40]2)[CH2:35][CH2:34]1.C(N(CC)CC)C.[PH2](Cl)=O. Product: [N:39]1([CH:36]2[CH2:37][CH2:38][N:33]([C:3](=[O:28])[CH:4]([N:13]([C:21]([O:23][C:24]([CH3:25])([CH3:27])[CH3:26])=[O:22])[C:14]([O:16][C:17]([CH3:19])([CH3:20])[CH3:18])=[O:15])[CH2:5][N:6]3[CH2:7][CH2:8][CH:9]([OH:12])[CH2:10][CH2:11]3)[CH2:34][CH2:35]2)[CH2:44][CH2:43][CH2:42][CH2:41][CH2:40]1. The catalyst class is: 24. (5) Reactant: [NH2:1][C:2]1[CH:3]=[C:4]([CH:7]=[CH:8][C:9]=1[NH:10][CH2:11][CH2:12][OH:13])[C:5]#[N:6].[C:14]([O:18][C:19]([N:21]1[CH2:25][CH2:24][CH:23]([O:26][C:27]2[CH:37]=[CH:36][C:30]([O:31][CH2:32][C:33](O)=[O:34])=[CH:29][CH:28]=2)[CH2:22]1)=[O:20])([CH3:17])([CH3:16])[CH3:15]. Product: [C:14]([O:18][C:19]([N:21]1[CH2:25][CH2:24][CH:23]([O:26][C:27]2[CH:28]=[CH:29][C:30]([O:31][CH2:32][C:33](=[O:34])[NH:1][C:2]3[CH:3]=[C:4]([C:5]#[N:6])[CH:7]=[CH:8][C:9]=3[NH:10][CH2:11][CH2:12][OH:13])=[CH:36][CH:37]=2)[CH2:22]1)=[O:20])([CH3:17])([CH3:16])[CH3:15]. The catalyst class is: 22. (6) Reactant: CS(C)=O.C(Cl)(=O)C(Cl)=O.[CH:11]1([CH:16]([CH2:19][CH:20]=[CH2:21])[CH2:17][OH:18])[CH2:15][CH2:14][CH2:13][CH2:12]1.C(N(CC)CC)C.Cl. Product: [CH:11]1([CH:16]([CH2:19][CH:20]=[CH2:21])[CH:17]=[O:18])[CH2:15][CH2:14][CH2:13][CH2:12]1. The catalyst class is: 4.